This data is from Catalyst prediction with 721,799 reactions and 888 catalyst types from USPTO. The task is: Predict which catalyst facilitates the given reaction. (1) Reactant: [NH2:1][C:2]1[CH:3]=[C:4]([C:8]2[C:12]([C:13]3[CH:18]=[CH:17][N:16]=[C:15]([NH:19][C:20]([CH3:23])([CH3:22])[CH3:21])[CH:14]=3)=[CH:11][N:10]([CH2:24][C:25]3[CH:30]=[CH:29][C:28]([O:31][CH3:32])=[CH:27][CH:26]=3)[N:9]=2)[CH:5]=[CH:6][CH:7]=1.[F:33][C:34]([F:45])([F:44])[C:35]1[CH:40]=[CH:39][C:38]([N:41]=[C:42]=[O:43])=[CH:37][CH:36]=1.O. Product: [C:20]([NH:19][C:15]1[CH:14]=[C:13]([C:12]2[C:8]([C:4]3[CH:3]=[C:2]([NH:1][C:42]([NH:41][C:38]4[CH:37]=[CH:36][C:35]([C:34]([F:33])([F:44])[F:45])=[CH:40][CH:39]=4)=[O:43])[CH:7]=[CH:6][CH:5]=3)=[N:9][N:10]([CH2:24][C:25]3[CH:26]=[CH:27][C:28]([O:31][CH3:32])=[CH:29][CH:30]=3)[CH:11]=2)[CH:18]=[CH:17][N:16]=1)([CH3:23])([CH3:22])[CH3:21]. The catalyst class is: 9. (2) Reactant: [NH2:1][C:2]1[CH:7]=[CH:6][CH:5]=[CH:4][C:3]=1[CH2:8][CH2:9][CH2:10][OH:11].C(N(CC)CC)C.[C:19](O[C:19]([O:21][C:22]([CH3:25])([CH3:24])[CH3:23])=[O:20])([O:21][C:22]([CH3:25])([CH3:24])[CH3:23])=[O:20].C(OCC)(=O)C. Product: [OH:11][CH2:10][CH2:9][CH2:8][C:3]1[CH:4]=[CH:5][CH:6]=[CH:7][C:2]=1[NH:1][C:19](=[O:20])[O:21][C:22]([CH3:25])([CH3:24])[CH3:23]. The catalyst class is: 30. (3) Reactant: Br[C:2]1[CH:3]=[C:4]2[C:8](=[CH:9][CH:10]=1)[NH:7][C:6](=[O:11])[C:5]12[CH2:15][CH2:14][CH2:13][CH2:12]1.[C:16]([O:20][C:21]([N:23]1[CH:27]=[CH:26][CH:25]=[C:24]1B(O)O)=[O:22])([CH3:19])([CH3:18])[CH3:17].C(=O)([O-])[O-].[K+].[K+]. Product: [O:11]=[C:6]1[C:5]2([CH2:15][CH2:14][CH2:13][CH2:12]2)[C:4]2[C:8](=[CH:9][CH:10]=[C:2]([C:24]3[N:23]([C:21]([O:20][C:16]([CH3:19])([CH3:18])[CH3:17])=[O:22])[CH:27]=[CH:26][CH:25]=3)[CH:3]=2)[NH:7]1. The catalyst class is: 108.